This data is from NCI-60 drug combinations with 297,098 pairs across 59 cell lines. The task is: Regression. Given two drug SMILES strings and cell line genomic features, predict the synergy score measuring deviation from expected non-interaction effect. (1) Drug 1: C1CCN(CC1)CCOC2=CC=C(C=C2)C(=O)C3=C(SC4=C3C=CC(=C4)O)C5=CC=C(C=C5)O. Drug 2: CC1C(C(CC(O1)OC2CC(CC3=C2C(=C4C(=C3O)C(=O)C5=C(C4=O)C(=CC=C5)OC)O)(C(=O)CO)O)N)O.Cl. Cell line: NCI-H322M. Synergy scores: CSS=39.1, Synergy_ZIP=1.93, Synergy_Bliss=3.50, Synergy_Loewe=3.20, Synergy_HSA=2.98. (2) Drug 1: CC1=CC2C(CCC3(C2CCC3(C(=O)C)OC(=O)C)C)C4(C1=CC(=O)CC4)C. Drug 2: CC1CCC2CC(C(=CC=CC=CC(CC(C(=O)C(C(C(=CC(C(=O)CC(OC(=O)C3CCCCN3C(=O)C(=O)C1(O2)O)C(C)CC4CCC(C(C4)OC)O)C)C)O)OC)C)C)C)OC. Cell line: BT-549. Synergy scores: CSS=19.0, Synergy_ZIP=-3.34, Synergy_Bliss=-8.16, Synergy_Loewe=-22.5, Synergy_HSA=-9.78.